From a dataset of Experimental lipophilicity measurements (octanol/water distribution) for 4,200 compounds from AstraZeneca. Regression/Classification. Given a drug SMILES string, predict its absorption, distribution, metabolism, or excretion properties. Task type varies by dataset: regression for continuous measurements (e.g., permeability, clearance, half-life) or binary classification for categorical outcomes (e.g., BBB penetration, CYP inhibition). For this dataset (lipophilicity_astrazeneca), we predict Y. (1) The compound is COc1ccc(Nc2ccccc2C(=O)O)cc1. The Y is 1.20 logD. (2) The drug is C[C@@H]1CN(c2ncc(F)cn2)CCN1c1ncc(OCc2ccncc2C#N)cn1. The Y is 3.40 logD. (3) The compound is Oc1ccc(-c2nc3ccccc3nc2-c2ccc(O)cc2)cc1. The Y is 2.70 logD. (4) The compound is NC(=O)c1cccc(O[C@H]2C[C@@H]3CC[C@H](C2)N3Cc2ccccc2)c1. The Y is 1.76 logD. (5) The Y is 1.95 logD. The compound is CC(C)Cn1c(=O)n(C)c(=O)c2c(C(=O)N3CC[C@@H](O)C3)c(Cc3ccnc4ccc(F)cc34)sc21. (6) The molecule is COc1ccc2c(c1)N(CCN1CCC(NCc3ccc4c(n3)NC(=O)CO4)CC1)C(=O)CC2. The Y is 0.660 logD.